Task: Predict the reactants needed to synthesize the given product.. Dataset: Full USPTO retrosynthesis dataset with 1.9M reactions from patents (1976-2016) (1) Given the product [N:38]1[CH:39]=[CH:40][CH:41]=[CH:42][C:37]=1[N:27]1[C:26]2[CH:25]=[C:24]([N:12]3[C:13]4[CH:1]=[C:2]([C:14]5[O:15][C:16]6[CH:22]=[CH:21][CH:20]=[CH:19][C:17]=6[N:18]=5)[CH:3]=[CH:4][C:5]=4[C:6]4[C:11]3=[CH:10][CH:9]=[CH:8][CH:7]=4)[CH:36]=[CH:35][C:34]=2[C:33]2[C:28]1=[CH:29][CH:30]=[CH:31][CH:32]=2, predict the reactants needed to synthesize it. The reactants are: [CH:1]1[C:13]2[NH:12][C:11]3[C:6](=[CH:7][CH:8]=[CH:9][CH:10]=3)[C:5]=2[CH:4]=[CH:3][C:2]=1[C:14]1[O:15][C:16]2[CH:22]=[CH:21][CH:20]=[CH:19][C:17]=2[N:18]=1.Br[C:24]1[CH:36]=[CH:35][C:34]2[C:33]3[C:28](=[CH:29][CH:30]=[CH:31][CH:32]=3)[N:27]([C:37]3[CH:42]=[CH:41][CH:40]=[CH:39][N:38]=3)[C:26]=2[CH:25]=1.CC(P(C(C)(C)C)C1C(C2C=CC=CC=2)=CC=CC=1)(C)C.CC([O-])(C)C.[Na+].COC1C=CC=C(OC)C=1C1C=CC=CC=1P(C1CCCCC1)C1CCCCC1. (2) Given the product [Cl:3][C:11]1[C:10]2[C:15](=[CH:16][CH:17]=[C:8]([O:7][CH3:6])[CH:9]=2)[N:14]=[C:13]([C:18]2[CH:19]=[N:20][CH:21]=[CH:22][CH:23]=2)[N:12]=1, predict the reactants needed to synthesize it. The reactants are: P(Cl)(Cl)([Cl:3])=O.[CH3:6][O:7][C:8]1[CH:9]=[C:10]2[C:15](=[CH:16][CH:17]=1)[N:14]=[C:13]([C:18]1[CH:19]=[N:20][CH:21]=[CH:22][CH:23]=1)[NH:12][C:11]2=O.[OH-].[NH4+].